This data is from Human liver microsome stability data. The task is: Regression/Classification. Given a drug SMILES string, predict its absorption, distribution, metabolism, or excretion properties. Task type varies by dataset: regression for continuous measurements (e.g., permeability, clearance, half-life) or binary classification for categorical outcomes (e.g., BBB penetration, CYP inhibition). Dataset: hlm. (1) The drug is O=C(N[C@H](Cc1c[nH]c2ccccc12)C(=O)Nc1ccncc1)C1CCCCC1. The result is 1 (stable in human liver microsomes). (2) The molecule is CCC(CC)c1nn(CCO)c2c1N=C(c1ccccc1)CNC2=O. The result is 1 (stable in human liver microsomes). (3) The compound is N=c1c(C(=O)N2CCOCC2)cc2c(=O)n3ccccc3nc2n1Cc1ccccc1. The result is 0 (unstable in human liver microsomes). (4) The molecule is CC(C)(C)c1cc(NC(=O)[C@@H]2CCCCN2C(=O)N2CCCCC2)no1. The result is 1 (stable in human liver microsomes). (5) The molecule is COc1ccc(-c2cc(-c3ccc(C(=O)N(C)C)cc3)cnc2N)cn1. The result is 0 (unstable in human liver microsomes).